Task: Predict the reactants needed to synthesize the given product.. Dataset: Full USPTO retrosynthesis dataset with 1.9M reactions from patents (1976-2016) (1) Given the product [F:10][C:7]([F:8])([F:9])[C:6]([N:22]1[CH2:23][CH2:24][CH2:25][C@@H:26]2[C:27]3[CH:28]=[C:16]([O:15][CH3:14])[CH:17]=[CH:18][C:19]=3[CH2:20][C@H:21]12)=[O:11], predict the reactants needed to synthesize it. The reactants are: [F:8][C:7]([F:10])([F:9])[C:6](O[C:6](=[O:11])[C:7]([F:10])([F:9])[F:8])=[O:11].[CH3:14][O:15][C:16]1[CH:17]=[CH:18][C:19]2[CH2:20][C@H:21]3[C@@H:26]([C:27]=2[CH:28]=1)[CH2:25][CH2:24][CH2:23][NH:22]3.C(N(CC)CC)C. (2) Given the product [CH3:1][N:2]([CH2:4][C:5]1[CH:6]=[CH:7][C:8]([O:9][CH2:10][C:11]([N:13]2[CH2:18][CH2:17][N:16]([C:19]3[CH:24]=[CH:23][C:22]([N:25]4[CH2:29][C@H:28]([CH2:30][NH:31][C:32]([CH:33]5[CH2:40][CH2:34]5)=[S:35])[O:27][C:26]4=[O:36])=[CH:21][C:20]=3[F:37])[CH2:15][CH2:14]2)=[O:12])=[CH:38][CH:39]=1)[CH3:3], predict the reactants needed to synthesize it. The reactants are: [CH3:1][N:2]([CH2:4][C:5]1[CH:39]=[CH:38][C:8]([O:9][CH2:10][C:11]([N:13]2[CH2:18][CH2:17][N:16]([C:19]3[CH:24]=[CH:23][C:22]([N:25]4[CH2:29][C@H:28]([CH2:30][NH:31][C:32](=[S:35])[CH2:33][CH3:34])[O:27][C:26]4=[O:36])=[CH:21][C:20]=3[F:37])[CH2:15][CH2:14]2)=[O:12])=[CH:7][CH:6]=1)[CH3:3].[CH:40]1(C(SCC)=S)CC1. (3) Given the product [CH2:3]([N:7]1[C:11]2[CH:12]=[C:13]([CH:16]=[N:2][CH3:1])[CH:14]=[CH:15][C:10]=2[N:9]=[C:8]1[NH2:18])[CH:4]([CH3:6])[CH3:5], predict the reactants needed to synthesize it. The reactants are: [CH3:1][NH2:2].[CH2:3]([N:7]1[C:11]2[CH:12]=[C:13]([CH:16]=O)[CH:14]=[CH:15][C:10]=2[N:9]=[C:8]1[NH2:18])[CH:4]([CH3:6])[CH3:5]. (4) Given the product [Cl:19][C:17]1[CH:18]=[C:2]([CH:3]=[C:4]([O:5][C:6]2[C:14]([Cl:15])=[CH:13][CH:12]=[C:11]3[C:7]=2[CH:8]=[N:9][NH:10]3)[CH:16]=1)[C:20]#[N:21], predict the reactants needed to synthesize it. The reactants are: Br[C:2]1[CH:3]=[C:4]([CH:16]=[C:17]([Cl:19])[CH:18]=1)[O:5][C:6]1[C:14]([Cl:15])=[CH:13][CH:12]=[C:11]2[C:7]=1[CH:8]=[N:9][NH:10]2.[CH3:20][N:21](C=O)C. (5) Given the product [C:33]([O:37][C:38]([N:40]1[CH2:44][C@H:43]([O:45][C:46]2[C:55]3[C:50](=[CH:51][C:52]([O:56][CH3:57])=[CH:53][CH:54]=3)[N:49]=[C:48]([C:58]3[N:59]=[C:60]([NH:63][CH:64]([CH3:65])[CH3:66])[S:61][CH:62]=3)[CH:47]=2)[CH2:42][C@H:41]1[C:67](=[O:68])[NH:28][C@:23]1([C:21]([NH:20][S:19]([C:14]2[CH:15]=[CH:16][CH:17]=[CH:18][C:13]=2[NH:12][C:11](=[O:31])[CH2:10][CH2:9][CH2:8][CH2:7][CH2:6][CH2:5][CH2:4][C:3]([O:2][CH3:1])=[O:32])(=[O:30])=[O:29])=[O:22])[CH2:25][C@H:24]1[CH:26]=[CH2:27])=[O:39])([CH3:36])([CH3:34])[CH3:35], predict the reactants needed to synthesize it. The reactants are: [CH3:1][O:2][C:3](=[O:32])[CH2:4][CH2:5][CH2:6][CH2:7][CH2:8][CH2:9][CH2:10][C:11](=[O:31])[NH:12][C:13]1[CH:18]=[CH:17][CH:16]=[CH:15][C:14]=1[S:19](=[O:30])(=[O:29])[NH:20][C:21]([C@@:23]1([NH2:28])[CH2:25][C@H:24]1[CH:26]=[CH2:27])=[O:22].[C:33]([O:37][C:38]([N:40]1[CH2:44][C@H:43]([O:45][C:46]2[C:55]3[C:50](=[CH:51][C:52]([O:56][CH3:57])=[CH:53][CH:54]=3)[N:49]=[C:48]([C:58]3[N:59]=[C:60]([NH:63][CH:64]([CH3:66])[CH3:65])[S:61][CH:62]=3)[CH:47]=2)[CH2:42][C@H:41]1[C:67](O)=[O:68])=[O:39])([CH3:36])([CH3:35])[CH3:34].CN(C(ON1N=NC2C=CC=NC1=2)=[N+](C)C)C.F[P-](F)(F)(F)(F)F.CCN(C(C)C)C(C)C. (6) Given the product [CH2:28]([O:27][C:25](=[O:26])[CH2:23][NH:24][C:19]1[CH2:18][C:17]([CH3:31])([CH3:30])[CH2:16]/[C:15](=[N:1]\[C:2]2[CH:11]=[CH:10][C:9]([O:12][CH3:13])=[CH:8][C:3]=2[C:4]([O:6][CH3:7])=[O:5])/[CH:20]=1)[CH3:29], predict the reactants needed to synthesize it. The reactants are: [NH2:1][C:2]1[CH:11]=[CH:10][C:9]([O:12][CH3:13])=[CH:8][C:3]=1[C:4]([O:6][CH3:7])=[O:5].Cl[C:15]1[CH2:16][C:17]([CH3:31])([CH3:30])[CH2:18][C:19]2[C:20]=1SC[C@@H:23]([C:25]([O:27][CH2:28][CH3:29])=[O:26])[N:24]=2. (7) Given the product [CH2:1]([C:3]([C:21]1[CH:32]=[CH:31][C:24]([CH:25]=[O:26])=[C:23]([CH3:33])[CH:22]=1)([C:6]1[CH:11]=[CH:10][C:9]([O:12][CH2:13][CH:14]([OH:19])[C:15]([CH3:17])([CH3:18])[CH3:16])=[C:8]([CH3:20])[CH:7]=1)[CH2:4][CH3:5])[CH3:2], predict the reactants needed to synthesize it. The reactants are: [CH2:1]([C:3]([C:21]1[CH:32]=[CH:31][C:24]([C:25](N(OC)C)=[O:26])=[C:23]([CH3:33])[CH:22]=1)([C:6]1[CH:11]=[CH:10][C:9]([O:12][CH2:13][CH:14]([OH:19])[C:15]([CH3:18])([CH3:17])[CH3:16])=[C:8]([CH3:20])[CH:7]=1)[CH2:4][CH3:5])[CH3:2].C1COCC1.C1COCC1.[H-].[H-].[H-].[H-].[Li+].[Al+3]. (8) The reactants are: [NH2:1][C:2]1[CH:7]=[CH:6][C:5]([C:8]2[C:9]([NH2:18])=[N:10][C:11]([NH2:17])=[N:12][C:13]=2[CH:14]2[CH2:16][CH2:15]2)=[CH:4][CH:3]=1.[CH3:19][S:20]([C:23]1[CH:30]=[CH:29][CH:28]=[CH:27][C:24]=1C=O)(=[O:22])=[O:21].[BH3-][C:32]#N.[Na+].C(O)(=O)C. Given the product [CH:14]1([C:13]2[N:12]=[C:11]([NH2:17])[N:10]=[C:9]([NH2:18])[C:8]=2[C:5]2[CH:4]=[CH:3][C:2]([NH:1][CH2:32][C:28]3[CH:27]=[CH:24][C:23]([S:20]([CH3:19])(=[O:21])=[O:22])=[CH:30][CH:29]=3)=[CH:7][CH:6]=2)[CH2:16][CH2:15]1, predict the reactants needed to synthesize it.